This data is from NCI-60 drug combinations with 297,098 pairs across 59 cell lines. The task is: Regression. Given two drug SMILES strings and cell line genomic features, predict the synergy score measuring deviation from expected non-interaction effect. (1) Drug 2: CCCCCOC(=O)NC1=NC(=O)N(C=C1F)C2C(C(C(O2)C)O)O. Drug 1: C1=CC=C(C(=C1)C(C2=CC=C(C=C2)Cl)C(Cl)Cl)Cl. Cell line: MDA-MB-435. Synergy scores: CSS=-1.27, Synergy_ZIP=0.957, Synergy_Bliss=0.949, Synergy_Loewe=-1.63, Synergy_HSA=-1.69. (2) Drug 1: CS(=O)(=O)C1=CC(=C(C=C1)C(=O)NC2=CC(=C(C=C2)Cl)C3=CC=CC=N3)Cl. Drug 2: C(=O)(N)NO. Cell line: UACC-257. Synergy scores: CSS=1.41, Synergy_ZIP=6.38, Synergy_Bliss=1.34, Synergy_Loewe=-1.03, Synergy_HSA=-1.08.